This data is from Reaction yield outcomes from USPTO patents with 853,638 reactions. The task is: Predict the reaction yield, written as a fraction of the theoretical maximum amount of product (1.0 means a 100% yield; for example, 0.34 means a 34% yield). The reactants are [CH3:1][O:2][C:3]([C:5]1[C:13]([NH:14][C:15]2[CH:20]=[CH:19][CH:18]=[CH:17][CH:16]=2)=[C:12]([F:21])[C:8]2[N:9]=[CH:10][NH:11][C:7]=2[CH:6]=1)=[O:4].[Br:22]N1C(=O)CCC1=O. The catalyst is CN(C)C=O. The product is [CH3:1][O:2][C:3]([C:5]1[C:13]([NH:14][C:15]2[CH:16]=[CH:17][C:18]([Br:22])=[CH:19][CH:20]=2)=[C:12]([F:21])[C:8]2[N:9]=[CH:10][NH:11][C:7]=2[CH:6]=1)=[O:4]. The yield is 1.00.